This data is from Catalyst prediction with 721,799 reactions and 888 catalyst types from USPTO. The task is: Predict which catalyst facilitates the given reaction. Reactant: [F:1][C:2]1[CH:7]=[CH:6][C:5]([F:8])=[CH:4][C:3]=1[CH2:9][CH:10]([NH:12][C:13]1[CH:18]=[CH:17][NH:16][C:15](=[O:19])[C:14]=1[C:20]1[NH:40][C:23]2=[CH:24][C:25]3[C:26](=[O:39])[N:27]([CH:32]4[CH2:37][CH2:36][N:35]([CH3:38])[CH2:34][CH2:33]4)[C:28](=O)[C:29]=3[CH:30]=[C:22]2[N:21]=1)[CH3:11]. Product: [F:1][C:2]1[CH:7]=[CH:6][C:5]([F:8])=[CH:4][C:3]=1[CH2:9][CH:10]([NH:12][C:13]1[CH:18]=[CH:17][NH:16][C:15](=[O:19])[C:14]=1[C:20]1[NH:21][C:22]2=[CH:30][C:29]3[CH2:28][N:27]([CH:32]4[CH2:37][CH2:36][N:35]([CH3:38])[CH2:34][CH2:33]4)[C:26](=[O:39])[C:25]=3[CH:24]=[C:23]2[N:40]=1)[CH3:11]. The catalyst class is: 183.